From a dataset of Full USPTO retrosynthesis dataset with 1.9M reactions from patents (1976-2016). Predict the reactants needed to synthesize the given product. Given the product [CH:1]1([C:4]2[CH:5]=[C:6]([NH2:18])[C:7]([N:10]([CH2:12][CH2:13][CH2:14][N:15]([CH3:17])[CH3:16])[CH3:11])=[CH:8][CH:9]=2)[CH2:2][CH2:3]1, predict the reactants needed to synthesize it. The reactants are: [CH:1]1([C:4]2[CH:9]=[CH:8][C:7]([N:10]([CH2:12][CH2:13][CH2:14][N:15]([CH3:17])[CH3:16])[CH3:11])=[C:6]([N+:18]([O-])=O)[CH:5]=2)[CH2:3][CH2:2]1.[H][H].